This data is from Full USPTO retrosynthesis dataset with 1.9M reactions from patents (1976-2016). The task is: Predict the reactants needed to synthesize the given product. (1) Given the product [CH3:37][CH:36]([CH3:38])[CH2:35][C@H:34]([NH:39][C:40]([C:42]1[O:43][C:44]2[CH:50]=[CH:49][CH:48]=[CH:47][C:45]=2[CH:46]=1)=[O:41])[C:32](=[O:33])[NH:31][C@H:30]1[CH2:29][CH2:28][C@@H:27]([CH3:51])[N:26]([S:52]([C:55]2[CH:60]=[CH:59][CH:58]=[CH:57][N:56]=2)(=[O:53])=[O:54])[CH2:25][C:24]1=[O:23], predict the reactants needed to synthesize it. The reactants are: CC(OI1(OC(C)=O)(OC(C)=O)OC(=O)C2C=CC=CC1=2)=O.[OH:23][C@@H:24]1[C@@H:30]([NH:31][C:32]([C@@H:34]([NH:39][C:40]([C:42]2[O:43][C:44]3[CH:50]=[CH:49][CH:48]=[CH:47][C:45]=3[CH:46]=2)=[O:41])[CH2:35][CH:36]([CH3:38])[CH3:37])=[O:33])[CH2:29][CH2:28][C@@H:27]([CH3:51])[N:26]([S:52]([C:55]2[CH:60]=[CH:59][CH:58]=[CH:57][N:56]=2)(=[O:54])=[O:53])[CH2:25]1. (2) Given the product [CH3:18][N:17]([CH3:20])[CH2:15][CH2:16][N:2]1[CH:3]=[C:4]([B:6]2[O:7][C:8]([CH3:9])([CH3:10])[C:11]([CH3:13])([CH3:12])[O:14]2)[CH:5]=[N:1]1, predict the reactants needed to synthesize it. The reactants are: [NH:1]1[CH:5]=[C:4]([B:6]2[O:14][C:11]([CH3:13])([CH3:12])[C:8]([CH3:10])([CH3:9])[O:7]2)[CH:3]=[N:2]1.[CH2:15]([N:17]([CH2:20]C)[CH2:18]C)[CH3:16]. (3) The reactants are: [Br:1][C:2]1[C:3]([CH2:8][O:9][C:10]2[CH:15]=[C:14]([Cl:16])[CH:13]=[CH:12][C:11]=2I)=[N:4][CH:5]=[CH:6][CH:7]=1. Given the product [Br:1][C:2]1[C:3]([CH2:8][O:9][C:10]2[CH:15]=[C:14]([Cl:16])[CH:13]=[CH:12][C:11]=2[C:7]#[C:2][CH2:3][CH3:8])=[N:4][CH:5]=[CH:6][CH:7]=1, predict the reactants needed to synthesize it. (4) Given the product [C:3]1([OH:2])[CH:4]=[CH:5][CH:6]=[C:7]2[C:16]3[O:15][CH2:14][C:13]4[CH:17]=[C:18]([OH:21])[CH:19]=[CH:20][C:12]=4[C:11]=3[CH:10]=[CH:9][C:8]=12, predict the reactants needed to synthesize it. The reactants are: C[O:2][C:3]1[C:8]2=[CH:9][CH:10]=[C:11]3[C:16]([O:15][CH2:14][C:13]4[CH:17]=[C:18]([O:21]C)[CH:19]=[CH:20][C:12]3=4)=[C:7]2[CH:6]=[CH:5][CH:4]=1.Cl.N1C=CC=CC=1. (5) Given the product [Cl:20][C:21]1[CH:22]=[CH:23][C:24]([I:30])=[C:25]([CH:29]=1)[C:26]([N:4]1[CH2:5][CH2:6][CH2:7][C@@H:2]([CH3:1])[C@H:3]1[CH2:8][N:9]1[C:17](=[O:18])[C:16]2[C:11](=[CH:12][CH:13]=[CH:14][CH:15]=2)[C:10]1=[O:19])=[O:27], predict the reactants needed to synthesize it. The reactants are: [CH3:1][C@@H:2]1[CH2:7][CH2:6][CH2:5][NH:4][C@@H:3]1[CH2:8][N:9]1[C:17](=[O:18])[C:16]2[C:11](=[CH:12][CH:13]=[CH:14][CH:15]=2)[C:10]1=[O:19].[Cl:20][C:21]1[CH:22]=[CH:23][C:24]([I:30])=[C:25]([CH:29]=1)[C:26](O)=[O:27].C(N(C(C)C)CC)(C)C.CN(C(ON1N=NC2C=CC=NC1=2)=[N+](C)C)C.F[P-](F)(F)(F)(F)F. (6) Given the product [OH:26][CH2:2][C:3]1[C:4]([C:18]([OH:20])=[O:19])=[N:5][O:6][C:7]=1[C:8]1[CH:13]=[CH:12][C:11]([C:14]([F:17])([F:16])[F:15])=[CH:10][CH:9]=1, predict the reactants needed to synthesize it. The reactants are: Br[CH2:2][C:3]1[C:4]([C:18]([O:20]CC)=[O:19])=[N:5][O:6][C:7]=1[C:8]1[CH:13]=[CH:12][C:11]([C:14]([F:17])([F:16])[F:15])=[CH:10][CH:9]=1.FC(F)(F)C(O)=[O:26].